The task is: Regression. Given a peptide amino acid sequence and an MHC pseudo amino acid sequence, predict their binding affinity value. This is MHC class I binding data.. This data is from Peptide-MHC class I binding affinity with 185,985 pairs from IEDB/IMGT. (1) The peptide sequence is QIFEVYWYL. The MHC is HLA-A02:06 with pseudo-sequence HLA-A02:06. The binding affinity (normalized) is 0.727. (2) The MHC is HLA-A68:01 with pseudo-sequence HLA-A68:01. The binding affinity (normalized) is 0.604. The peptide sequence is IMSMGDIITY. (3) The peptide sequence is LELGDYKLV. The MHC is H-2-Kk with pseudo-sequence H-2-Kk. The binding affinity (normalized) is 0.974. (4) The MHC is Mamu-A01 with pseudo-sequence Mamu-A01. The binding affinity (normalized) is 0.737. The peptide sequence is TTPESANLGE. (5) The peptide sequence is ASSWAPTQK. The MHC is HLA-A11:01 with pseudo-sequence HLA-A11:01. The binding affinity (normalized) is 0.734.